Dataset: NCI-60 drug combinations with 297,098 pairs across 59 cell lines. Task: Regression. Given two drug SMILES strings and cell line genomic features, predict the synergy score measuring deviation from expected non-interaction effect. (1) Drug 1: C1=CC=C(C=C1)NC(=O)CCCCCCC(=O)NO. Drug 2: CS(=O)(=O)OCCCCOS(=O)(=O)C. Cell line: LOX IMVI. Synergy scores: CSS=10.8, Synergy_ZIP=-4.31, Synergy_Bliss=2.27, Synergy_Loewe=0.385, Synergy_HSA=1.60. (2) Drug 1: C1=CN(C(=O)N=C1N)C2C(C(C(O2)CO)O)O.Cl. Drug 2: CN1C(=O)N2C=NC(=C2N=N1)C(=O)N. Cell line: A549. Synergy scores: CSS=45.0, Synergy_ZIP=5.45, Synergy_Bliss=6.23, Synergy_Loewe=-38.6, Synergy_HSA=4.39. (3) Drug 1: CN(CC1=CN=C2C(=N1)C(=NC(=N2)N)N)C3=CC=C(C=C3)C(=O)NC(CCC(=O)O)C(=O)O. Drug 2: CC1=CC=C(C=C1)C2=CC(=NN2C3=CC=C(C=C3)S(=O)(=O)N)C(F)(F)F. Cell line: OVCAR-4. Synergy scores: CSS=45.8, Synergy_ZIP=2.75, Synergy_Bliss=2.11, Synergy_Loewe=-47.6, Synergy_HSA=-0.338. (4) Drug 1: C1=CC=C(C=C1)NC(=O)CCCCCCC(=O)NO. Drug 2: CC1CCCC2(C(O2)CC(NC(=O)CC(C(C(=O)C(C1O)C)(C)C)O)C(=CC3=CSC(=N3)C)C)C. Cell line: A498. Synergy scores: CSS=28.6, Synergy_ZIP=-6.59, Synergy_Bliss=-10.2, Synergy_Loewe=-11.1, Synergy_HSA=-7.82. (5) Drug 1: CC1C(C(CC(O1)OC2CC(CC3=C2C(=C4C(=C3O)C(=O)C5=C(C4=O)C(=CC=C5)OC)O)(C(=O)CO)O)N)O.Cl. Drug 2: CCCCC(=O)OCC(=O)C1(CC(C2=C(C1)C(=C3C(=C2O)C(=O)C4=C(C3=O)C=CC=C4OC)O)OC5CC(C(C(O5)C)O)NC(=O)C(F)(F)F)O. Cell line: IGROV1. Synergy scores: CSS=57.6, Synergy_ZIP=-6.44, Synergy_Bliss=-2.69, Synergy_Loewe=-2.93, Synergy_HSA=-0.433. (6) Synergy scores: CSS=27.4, Synergy_ZIP=-1.51, Synergy_Bliss=0.0808, Synergy_Loewe=2.62, Synergy_HSA=2.57. Drug 2: CC1=C2C(C(=O)C3(C(CC4C(C3C(C(C2(C)C)(CC1OC(=O)C(C(C5=CC=CC=C5)NC(=O)OC(C)(C)C)O)O)OC(=O)C6=CC=CC=C6)(CO4)OC(=O)C)O)C)O. Drug 1: CC1=C(C(CCC1)(C)C)C=CC(=CC=CC(=CC(=O)O)C)C. Cell line: MCF7. (7) Drug 1: C1CCC(C1)C(CC#N)N2C=C(C=N2)C3=C4C=CNC4=NC=N3. Drug 2: C1=NC2=C(N1)C(=S)N=CN2. Cell line: CAKI-1. Synergy scores: CSS=10.8, Synergy_ZIP=-15.2, Synergy_Bliss=-24.9, Synergy_Loewe=-33.4, Synergy_HSA=-22.3. (8) Drug 1: CC(CN1CC(=O)NC(=O)C1)N2CC(=O)NC(=O)C2. Drug 2: CCN(CC)CCNC(=O)C1=C(NC(=C1C)C=C2C3=C(C=CC(=C3)F)NC2=O)C. Cell line: NCI-H522. Synergy scores: CSS=8.30, Synergy_ZIP=-3.73, Synergy_Bliss=-2.55, Synergy_Loewe=-4.60, Synergy_HSA=-4.85. (9) Drug 1: C1CN1C2=NC(=NC(=N2)N3CC3)N4CC4. Drug 2: CCC1=CC2CC(C3=C(CN(C2)C1)C4=CC=CC=C4N3)(C5=C(C=C6C(=C5)C78CCN9C7C(C=CC9)(C(C(C8N6C)(C(=O)OC)O)OC(=O)C)CC)OC)C(=O)OC.C(C(C(=O)O)O)(C(=O)O)O. Cell line: SF-268. Synergy scores: CSS=45.8, Synergy_ZIP=-6.53, Synergy_Bliss=-4.27, Synergy_Loewe=-0.830, Synergy_HSA=0.634. (10) Drug 1: C1CCC(C1)C(CC#N)N2C=C(C=N2)C3=C4C=CNC4=NC=N3. Drug 2: C#CCC(CC1=CN=C2C(=N1)C(=NC(=N2)N)N)C3=CC=C(C=C3)C(=O)NC(CCC(=O)O)C(=O)O. Cell line: NCI-H460. Synergy scores: CSS=-5.22, Synergy_ZIP=-0.247, Synergy_Bliss=-6.17, Synergy_Loewe=-6.20, Synergy_HSA=-6.59.